Dataset: Full USPTO retrosynthesis dataset with 1.9M reactions from patents (1976-2016). Task: Predict the reactants needed to synthesize the given product. The reactants are: [CH3:1][C:2]1[CH:9]=[CH:8][C:5]([CH:6]=[O:7])=[CH:4][CH:3]=1.[C-]#N.[K+]. Given the product [CH3:1][C:2]1[CH:9]=[CH:8][C:5]([C:6]([CH:6]([C:5]2[CH:8]=[CH:9][C:2]([CH3:1])=[CH:3][CH:4]=2)[OH:7])=[O:7])=[CH:4][CH:3]=1, predict the reactants needed to synthesize it.